Predict the reactants needed to synthesize the given product. From a dataset of Full USPTO retrosynthesis dataset with 1.9M reactions from patents (1976-2016). (1) The reactants are: Cl.[CH3:2][O:3][C:4]1[CH:5]=[C:6]([C:12]2[C@@H:21]3[C@@H:16]([CH2:17][CH2:18][CH2:19][CH2:20]3)[C:15](=[O:22])[N:14]([CH:23]3[CH2:28][CH2:27][NH:26][CH2:25][CH2:24]3)[N:13]=2)[CH:7]=[CH:8][C:9]=1[O:10][CH3:11].[C:29]([O:33][C:34]([NH:36][C@H:37]([C:45](O)=[O:46])[CH2:38][C:39]1[CH:44]=[CH:43][CH:42]=[CH:41][CH:40]=1)=[O:35])([CH3:32])([CH3:31])[CH3:30].CCOC(C(C#N)=NOC(N1CCOCC1)=[N+](C)C)=O.F[P-](F)(F)(F)(F)F.CCN(C(C)C)C(C)C.C(=O)(O)[O-].[Na+]. Given the product [CH3:2][O:3][C:4]1[CH:5]=[C:6]([C:12]2[C@H:21]3[C@H:16]([CH2:17][CH2:18][CH2:19][CH2:20]3)[C:15](=[O:22])[N:14]([CH:23]3[CH2:24][CH2:25][N:26]([C:45](=[O:46])[C@@H:37]([NH:36][C:34](=[O:35])[O:33][C:29]([CH3:30])([CH3:31])[CH3:32])[CH2:38][C:39]4[CH:44]=[CH:43][CH:42]=[CH:41][CH:40]=4)[CH2:27][CH2:28]3)[N:13]=2)[CH:7]=[CH:8][C:9]=1[O:10][CH3:11], predict the reactants needed to synthesize it. (2) The reactants are: [C:1]([O:5][C:6]([N:8]([CH3:14])[C@@H:9]([CH3:13])[C:10]([OH:12])=O)=[O:7])([CH3:4])([CH3:3])[CH3:2].C(Cl)CCl.N1C2C(=NC=CC=2)N(O)N=1.OC(C(F)(F)F)=O.[NH2:36][C@@H:37]([C:73]([SH:76])([CH3:75])[CH3:74])[C:38]([N:40]1[C@H:49]([C:50]([N:52]([CH2:62][C:63]2[CH:72]=[CH:71][C:66]([C:67]([O:69][CH3:70])=[O:68])=[CH:65][CH:64]=2)[C@@H:53]([C:55]2[CH:60]=[CH:59][CH:58]=[CH:57][C:56]=2[F:61])[CH3:54])=[O:51])[CH2:48][C:47]2[C:42](=[CH:43][CH:44]=[CH:45][CH:46]=2)[CH2:41]1)=[O:39].CCN(C(C)C)C(C)C. Given the product [C:1]([O:5][C:6]([N:8]([CH3:14])[C@@H:9]([CH3:13])[C:10]([NH:36][C@@H:37]([C:73]([SH:76])([CH3:75])[CH3:74])[C:38]([N:40]1[C@H:49]([C:50]([N:52]([CH2:62][C:63]2[CH:72]=[CH:71][C:66]([C:67]([O:69][CH3:70])=[O:68])=[CH:65][CH:64]=2)[C@@H:53]([C:55]2[CH:60]=[CH:59][CH:58]=[CH:57][C:56]=2[F:61])[CH3:54])=[O:51])[CH2:48][C:47]2[C:42](=[CH:43][CH:44]=[CH:45][CH:46]=2)[CH2:41]1)=[O:39])=[O:12])=[O:7])([CH3:2])([CH3:3])[CH3:4], predict the reactants needed to synthesize it. (3) Given the product [CH:7]1[C:6]([C:4]([O:3][CH2:2][CH:1]([OH:63])[CH2:41][OH:47])=[O:5])=[CH:11][CH:10]=[C:9]([NH2:12])[CH:8]=1, predict the reactants needed to synthesize it. The reactants are: [CH3:1][CH2:2][O:3][C:4]([C:6]1[CH:11]=[CH:10][C:9]([N:12](CCO)CCO)=[CH:8][CH:7]=1)=[O:5].C1(C2C3NC(S(O)(=O)=O)=NC=3C=CC=2)C=CC=CC=1.CC1CC(C)(C)C[CH:41]([O:47]C(C2C(O)=CC=CC=2)=O)C1.C(O)(=O)/C=C/C1C=CC(O)=C([O:63]C)C=1.C(O)(=O)C1C(=CC=CC=1)O.COC1C=CC(/C=C/C(O)=O)=CC=1.C(NCCO)CO.C(=C1C2C(C)(C)C(CS(O)(=O)=O)(CC2)C1=O)C1C=CC=CC=1.C12(C)C(C)(C)C(CC1)CC2=O.CCCCCCCCCCCCC[N+](CC1C=CC=CC=1)(C)C. (4) Given the product [O:4]1[C:5]2([CH2:10][CH2:9][CH:8]([C:11]([OH:13])=[O:12])[CH2:7]2)[O:1][CH2:2][CH2:3]1, predict the reactants needed to synthesize it. The reactants are: [O:1]1[C:5]2([CH2:10][CH2:9][CH:8]([C:11]([OH:13])=[O:12])[CH2:7]C2)[O:4][CH2:3][CH2:2]1.O1C2(CCC(C(OCC)=O)C2)OCC1.O1C2(CCC(C(OCC)=O)CC2)OCC1. (5) Given the product [CH2:39]([N:35]1[CH:34]=[C:33]2[C:37]([CH:38]=[C:30]([C:8]3[CH:9]=[C:10]([C:11]4[CH:16]=[CH:15][C:14]([N:17]5[CH2:22][CH2:21][NH:20][CH2:19][CH2:18]5)=[CH:13][CH:12]=4)[N:6]4[C:7]=3[C:2]([NH2:1])=[N:3][CH:4]=[N:5]4)[CH:31]=[CH:32]2)=[N:36]1)[C:40]1[CH:45]=[CH:44][CH:43]=[CH:42][CH:41]=1, predict the reactants needed to synthesize it. The reactants are: [NH2:1][C:2]1[C:7]2=[C:8]([C:30]3[CH:31]=[CH:32][C:33]4[C:37]([CH:38]=3)=[N:36][N:35]([CH2:39][C:40]3[CH:45]=[CH:44][CH:43]=[CH:42][CH:41]=3)[CH:34]=4)[CH:9]=[C:10]([C:11]3[CH:16]=[CH:15][C:14]([N:17]4[CH2:22][CH2:21][N:20](C(OC(C)(C)C)=O)[CH2:19][CH2:18]4)=[CH:13][CH:12]=3)[N:6]2[N:5]=[CH:4][N:3]=1.FC(F)(F)C(O)=O. (6) Given the product [Cl:9][C:10]1[CH:11]=[C:12]([CH:29]=[CH:30][CH:31]=1)[CH2:13][NH:14][C:15]([C:17]1[CH:18]=[C:19]2[C:20]([C:21](=[O:22])[N:8]([C:5]3[CH:4]=[CH:3][C:2]([F:1])=[CH:7][N:6]=3)[C:27](=[S:28])[NH:26]2)=[CH:24][CH:25]=1)=[O:16], predict the reactants needed to synthesize it. The reactants are: [F:1][C:2]1[CH:3]=[CH:4][C:5]([NH2:8])=[N:6][CH:7]=1.[Cl:9][C:10]1[CH:11]=[C:12]([CH:29]=[CH:30][CH:31]=1)[CH2:13][NH:14][C:15]([C:17]1[CH:25]=[CH:24][C:20]([C:21]([O-])=[O:22])=[C:19]([N:26]=[C:27]=[S:28])[CH:18]=1)=[O:16]. (7) Given the product [C:1]1([N:7]2[C:12](=[O:13])[N:11]([CH2:24][C:25]3[CH:30]=[CH:29][CH:28]=[CH:27][CH:26]=3)[C:10](=[O:14])[C:9]([C:15]#[N:16])=[N:8]2)[CH:2]=[CH:3][CH:4]=[CH:5][CH:6]=1, predict the reactants needed to synthesize it. The reactants are: [C:1]1([N:7]2[C:12](=[O:13])[NH:11][C:10](=[O:14])[C:9]([C:15]#[N:16])=[N:8]2)[CH:6]=[CH:5][CH:4]=[CH:3][CH:2]=1.CN(C=O)C.[H-].[Na+].[CH2:24](Br)[C:25]1[CH:30]=[CH:29][CH:28]=[CH:27][CH:26]=1. (8) Given the product [CH3:1][O:2][C:3]([C:5]1[N:6]([CH2:23][C:24]2[CH:25]=[CH:26][C:27]([N:30]([S:39]([CH3:38])(=[O:41])=[O:40])[S:39]([CH3:38])(=[O:41])=[O:40])=[CH:28][CH:29]=2)[C:7](=[O:22])[C:8]2[C:13]([C:14]=1[C:15]1[CH:16]=[CH:17][CH:18]=[CH:19][CH:20]=1)=[CH:12][C:11]([Br:21])=[CH:10][CH:9]=2)=[O:4], predict the reactants needed to synthesize it. The reactants are: [CH3:1][O:2][C:3]([C:5]1[N:6]([CH2:23][C:24]2[CH:29]=[CH:28][C:27]([NH2:30])=[CH:26][CH:25]=2)[C:7](=[O:22])[C:8]2[C:13]([C:14]=1[C:15]1[CH:20]=[CH:19][CH:18]=[CH:17][CH:16]=1)=[CH:12][C:11]([Br:21])=[CH:10][CH:9]=2)=[O:4].C(N(CC)CC)C.[CH3:38][S:39](Cl)(=[O:41])=[O:40]. (9) Given the product [C:1]1([CH:7]([C:13]2[CH:18]=[CH:17][CH:16]=[CH:15][CH:14]=2)[N:8]2[CH2:11][C:10]([N:30]3[CH2:35][CH2:34][O:33][CH2:32][CH2:31]3)([C:23]#[N:24])[CH2:9]2)[CH:6]=[CH:5][CH:4]=[CH:3][CH:2]=1, predict the reactants needed to synthesize it. The reactants are: [C:1]1([CH:7]([C:13]2[CH:18]=[CH:17][CH:16]=[CH:15][CH:14]=2)[N:8]2[CH2:11][C:10](=O)[CH2:9]2)[CH:6]=[CH:5][CH:4]=[CH:3][CH:2]=1.C[Si]([C:23]#[N:24])(C)C.C(OCC)C.[NH:30]1[CH2:35][CH2:34][O:33][CH2:32][CH2:31]1.